The task is: Predict the reactants needed to synthesize the given product.. This data is from Full USPTO retrosynthesis dataset with 1.9M reactions from patents (1976-2016). (1) Given the product [F:27][C:28]1[CH:33]=[CH:32][C:31]([F:34])=[CH:30][C:29]=1[CH:35]1[CH2:44][CH2:43][C:42]2[C:37](=[CH:38][CH:39]=[C:40]([O:45][C:7]3[CH:6]=[CH:5][C:4]([N+:1]([O-:3])=[O:2])=[CH:9][N:8]=3)[CH:41]=2)[O:36]1, predict the reactants needed to synthesize it. The reactants are: [N+:1]([C:4]1[CH:5]=[CH:6][C:7](OC2C=C3C(=CC=2)OC(C2C=CC=CC=2)CC3)=[N:8][CH:9]=1)([O-:3])=[O:2].[F:27][C:28]1[CH:33]=[CH:32][C:31]([F:34])=[CH:30][C:29]=1[CH:35]1[CH2:44][CH2:43][C:42]2[C:37](=[CH:38][CH:39]=[C:40]([OH:45])[CH:41]=2)[O:36]1. (2) The reactants are: [N:1]1([CH2:7][CH2:8][CH2:9][O:10][C:11]2[CH:16]=[CH:15][C:14]([CH2:17][C:18]([OH:20])=O)=[CH:13][CH:12]=2)[CH2:6][CH2:5][CH2:4][CH2:3][CH2:2]1.C(N(CC)CC)C.[NH2:28][C:29]1[S:30][CH:31]=[C:32]([CH3:37])[C:33]=1[C:34]([NH2:36])=[O:35].CCN=C=NCCCN(C)C. Given the product [CH3:37][C:32]1[C:33]([C:34]([NH2:36])=[O:35])=[C:29]([NH:28][C:18](=[O:20])[CH2:17][C:14]2[CH:13]=[CH:12][C:11]([O:10][CH2:9][CH2:8][CH2:7][N:1]3[CH2:2][CH2:3][CH2:4][CH2:5][CH2:6]3)=[CH:16][CH:15]=2)[S:30][CH:31]=1, predict the reactants needed to synthesize it.